Task: Predict the reactants needed to synthesize the given product.. Dataset: Full USPTO retrosynthesis dataset with 1.9M reactions from patents (1976-2016) (1) Given the product [CH3:1][C@H:2]1[O:7][C@@H:6]([CH3:8])[CH2:5][N:4]([C:9]2[CH:16]=[C:15]([F:17])[C:14]([C:18]#[C:19][C:25]3[S:26][C:27]([CH3:30])=[N:28][N:29]=3)=[CH:13][C:10]=2[CH:11]=[O:12])[CH2:3]1, predict the reactants needed to synthesize it. The reactants are: [CH3:1][C@@H:2]1[O:7][C@H:6]([CH3:8])[CH2:5][N:4]([C:9]2[CH:16]=[C:15]([F:17])[C:14]([C:18]#[C:19][Si](C)(C)C)=[CH:13][C:10]=2[CH:11]=[O:12])[CH2:3]1.Br[C:25]1[S:26][C:27]([CH3:30])=[N:28][N:29]=1. (2) Given the product [CH2:32]=[CH:33][CH2:1][N:2]1[C@@H:12]2[CH2:13][C:14]3[CH:19]=[CH:18][C:17]([OH:20])=[C:16]4[O:21][C@H:6]5[C:7]([CH2:9][CH2:10][C@:11]2([OH:22])[C@:5]5([C:15]=34)[CH2:4][CH2:3]1)=[O:8], predict the reactants needed to synthesize it. The reactants are: [CH3:1][N:2]1[C@@H:12]2[CH2:13][C:14]3[CH:19]=[CH:18][C:17]([OH:20])=[C:16]4[O:21][C@H:6]5[C:7]([CH:9]=[CH:10][C@:11]2([OH:22])[C@:5]5([C:15]=34)[CH2:4][CH2:3]1)=[O:8].C(=O)(O)[O-].[Na+].[I-].[Na+].[Br-].Cl.[CH2:32](O)[CH3:33]. (3) Given the product [ClH:22].[CH2:1]([NH:8][C@H:9]1[C@H:15]([C:16]2[CH:21]=[CH:20][C:19]([Cl:22])=[C:18]([Cl:23])[CH:17]=2)[O:14][CH2:13][CH2:12][NH:11][CH2:10]1)[C:2]1[CH:3]=[CH:4][CH:5]=[CH:6][CH:7]=1, predict the reactants needed to synthesize it. The reactants are: [CH2:1]([NH:8][C@H:9]1[C@H:15]([C:16]2[CH:21]=[CH:20][C:19]([Cl:22])=[C:18]([Cl:23])[CH:17]=2)[O:14][CH2:13][CH2:12][N:11](C(OC(C)(C)C)=O)[CH2:10]1)[C:2]1[CH:7]=[CH:6][CH:5]=[CH:4][CH:3]=1.C(OCC)(=O)C.Cl. (4) Given the product [NH:36]1[C:37]2[C:33](=[CH:32][C:31]([NH:30][C:4]3[N:9]=[CH:8][C:7]4=[CH:10][CH:11]=[C:12]([C:13]5[CH:18]=[CH:17][CH:16]=[CH:15][C:14]=5[O:19][CH3:20])[N:6]4[N:5]=3)=[CH:39][CH:38]=2)[CH:34]=[CH:35]1, predict the reactants needed to synthesize it. The reactants are: CS([C:4]1[N:9]=[CH:8][C:7]2=[CH:10][CH:11]=[C:12]([C:13]3[CH:18]=[CH:17][CH:16]=[CH:15][C:14]=3[O:19][CH3:20])[N:6]2[N:5]=1)=O.C(N(CC)C(C)C)(C)C.[NH2:30][C:31]1[CH:32]=[C:33]2[C:37](=[CH:38][CH:39]=1)[NH:36][CH:35]=[CH:34]2.